Dataset: Reaction yield outcomes from USPTO patents with 853,638 reactions. Task: Predict the reaction yield, written as a fraction of the theoretical maximum amount of product (1.0 means a 100% yield; for example, 0.34 means a 34% yield). The reactants are [Cl:1][C:2]1[CH:3]=[C:4]([CH:9]=[CH:10][C:11]=1[OH:12])[C:5]([O:7]C)=O.[CH2:13]([Mg]Br)[CH3:14].[CH2:17]1COC[CH2:18]1. No catalyst specified. The product is [Cl:1][C:2]1[CH:3]=[C:4]([C:5]([OH:7])([CH2:13][CH3:14])[CH2:17][CH3:18])[CH:9]=[CH:10][C:11]=1[OH:12]. The yield is 0.990.